Dataset: Peptide-MHC class II binding affinity with 134,281 pairs from IEDB. Task: Regression. Given a peptide amino acid sequence and an MHC pseudo amino acid sequence, predict their binding affinity value. This is MHC class II binding data. (1) The MHC is HLA-DQA10501-DQB10303 with pseudo-sequence HLA-DQA10501-DQB10303. The binding affinity (normalized) is 0.544. The peptide sequence is HTMWHVTRGAFLVRN. (2) The peptide sequence is DLVANQPNLKALREK. The MHC is HLA-DQA10301-DQB10302 with pseudo-sequence HLA-DQA10301-DQB10302. The binding affinity (normalized) is 0.249. (3) The peptide sequence is GELELQFRRVKCKYP. The MHC is HLA-DPA10201-DPB10101 with pseudo-sequence HLA-DPA10201-DPB10101. The binding affinity (normalized) is 0.272. (4) The peptide sequence is VRAVAESHGVAAVLF. The MHC is DRB1_1501 with pseudo-sequence DRB1_1501. The binding affinity (normalized) is 0.308. (5) The peptide sequence is VPYFVRVQGLLRICALARKAV. The MHC is DRB1_1501 with pseudo-sequence DRB1_1501. The binding affinity (normalized) is 0. (6) The peptide sequence is AFKVAATAWNAAPAN. The MHC is DRB1_0901 with pseudo-sequence DRB1_0901. The binding affinity (normalized) is 0.700. (7) The peptide sequence is GFVGLCRTLGSKCVR. The MHC is DRB1_0401 with pseudo-sequence DRB1_0401. The binding affinity (normalized) is 0.591. (8) The peptide sequence is APADDKFTVFEAAFN. The MHC is DRB3_0202 with pseudo-sequence DRB3_0202. The binding affinity (normalized) is 0.0697. (9) The peptide sequence is HDWILADKRPTAWFLHHHHHH. The MHC is DRB1_0301 with pseudo-sequence DRB1_0301. The binding affinity (normalized) is 0.763.